From a dataset of Full USPTO retrosynthesis dataset with 1.9M reactions from patents (1976-2016). Predict the reactants needed to synthesize the given product. (1) Given the product [NH2:13][C:10]1[CH:9]=[C:8]([C:16]([O:18][CH3:19])=[O:17])[C:7]2[CH:6]=[N:5][N:4]([CH:2]([CH3:1])[CH3:3])[C:12]=2[CH:11]=1, predict the reactants needed to synthesize it. The reactants are: [CH3:1][CH:2]([N:4]1[C:12]2[CH:11]=[C:10]([N+:13]([O-])=O)[CH:9]=[C:8]([C:16]([O:18][CH3:19])=[O:17])[C:7]=2[CH:6]=[N:5]1)[CH3:3]. (2) Given the product [F:32][C:28]1[CH:27]=[C:26]([S:23]([NH:22][C:18]2[CH:17]=[C:16]([C:9]3[N:10]=[C:11]([CH:13]([CH3:15])[CH3:14])[S:12][C:8]=3[C:6]3[CH:5]=[CH:4][N:3]=[C:2]([NH:34][CH2:35][C:36]([NH2:38])=[O:37])[N:7]=3)[CH:21]=[CH:20][CH:19]=2)(=[O:25])=[O:24])[CH:31]=[CH:30][CH:29]=1, predict the reactants needed to synthesize it. The reactants are: Cl[C:2]1[N:7]=[C:6]([C:8]2[S:12][C:11]([CH:13]([CH3:15])[CH3:14])=[N:10][C:9]=2[C:16]2[CH:17]=[C:18]([NH:22][S:23]([C:26]3[CH:31]=[CH:30][CH:29]=[C:28]([F:32])[CH:27]=3)(=[O:25])=[O:24])[CH:19]=[CH:20][CH:21]=2)[CH:5]=[CH:4][N:3]=1.Cl.[NH2:34][CH2:35][C:36]([NH2:38])=[O:37].C([O-])([O-])=O.[K+].[K+].